Dataset: Catalyst prediction with 721,799 reactions and 888 catalyst types from USPTO. Task: Predict which catalyst facilitates the given reaction. (1) Reactant: [H-].[Al+3].[Li+].[H-].[H-].[H-].[CH2:7]([O:9][C:10]1[CH:15]=[CH:14][C:13]([C:16]2[CH:21]=[CH:20][C:19]([CH:22]3[CH2:27][CH2:26][C:25](=[O:28])[CH2:24][CH2:23]3)=[C:18]([F:29])[C:17]=2[F:30])=[C:12]([F:31])[C:11]=1[F:32])[CH3:8].C(OCC)(=O)C.N. Product: [CH2:7]([O:9][C:10]1[CH:15]=[CH:14][C:13]([C:16]2[CH:21]=[CH:20][C:19]([C@H:22]3[CH2:23][CH2:24][C@H:25]([OH:28])[CH2:26][CH2:27]3)=[C:18]([F:29])[C:17]=2[F:30])=[C:12]([F:31])[C:11]=1[F:32])[CH3:8]. The catalyst class is: 1. (2) Reactant: [Br:1][C:2]1[CH:3]=[C:4]([CH:8]=[C:9]([O:11][CH3:12])[CH:10]=1)[C:5]([NH2:7])=O.S(C)C.CCO.Cl. Product: [Br:1][C:2]1[CH:3]=[C:4]([CH2:5][NH2:7])[CH:8]=[C:9]([O:11][CH3:12])[CH:10]=1. The catalyst class is: 36. (3) Reactant: [H-].[Na+].[CH2:3]([OH:7])[CH2:4][CH2:5][OH:6].[CH2:8]([C@H:15]1[N:20]([C:21]([C:23]2[N:24]=[CH:25][N:26]([CH:34]3[CH2:41][CH2:40][CH2:39][CH2:38][C:35]43[O:37][CH2:36]4)[C:27]=2[C:28]2[CH:33]=[CH:32][CH:31]=[CH:30][CH:29]=2)=[O:22])[CH2:19][CH2:18][N:17]([C:42]([O:44][C:45]([CH3:48])([CH3:47])[CH3:46])=[O:43])[CH2:16]1)[C:9]1[CH:14]=[CH:13][CH:12]=[CH:11][CH:10]=1.C(=O)(O)[O-].[Na+]. Product: [CH2:8]([C@H:15]1[N:20]([C:21]([C:23]2[N:24]=[CH:25][N:26]([CH:34]3[CH2:41][CH2:40][CH2:39][CH2:38][C:35]3([OH:37])[CH2:36][O:6][CH2:5][CH2:4][CH2:3][OH:7])[C:27]=2[C:28]2[CH:33]=[CH:32][CH:31]=[CH:30][CH:29]=2)=[O:22])[CH2:19][CH2:18][N:17]([C:42]([O:44][C:45]([CH3:48])([CH3:47])[CH3:46])=[O:43])[CH2:16]1)[C:9]1[CH:14]=[CH:13][CH:12]=[CH:11][CH:10]=1. The catalyst class is: 3. (4) Reactant: [Cl:1][C:2]1[CH:23]=[C:22]([Cl:24])[CH:21]=[CH:20][C:3]=1[CH2:4][N:5]1[C:14](=[O:15])[C:13]2[C:8](=[CH:9][C:10]([C:16]([O:18]C)=[O:17])=[CH:11][CH:12]=2)[N:7]=[CH:6]1.[OH-].[Na+].Cl. Product: [C:16]([C:10]1[CH:9]=[C:8]2[C:13]([C:14](=[O:15])[N:5]([CH2:4][C:3]3[CH:20]=[CH:21][C:22]([Cl:24])=[CH:23][C:2]=3[Cl:1])[CH:6]=[N:7]2)=[CH:12][CH:11]=1)([OH:18])=[O:17]. The catalyst class is: 5. (5) Reactant: [C:1]([C:5]1[CH:6]=[C:7]([NH:28][C:29]([NH:31][C@@H:32]2[C:41]3[C:36](=[CH:37][CH:38]=[CH:39][CH:40]=3)[C@H:35]([O:42][C:43]3[CH:44]=[CH:45][C:46]4[N:47]([C:49]([N:52]5[CH2:57][CH2:56][CH2:55][CH2:54][CH2:53]5)=[N:50][N:51]=4)[CH:48]=3)[CH2:34][CH2:33]2)=[O:30])[N:8]([C:10]2[CH:15]=[CH:14][C:13]([Cl:16])=[C:12]([O:17][Si](C(C)C)(C(C)C)C(C)C)[CH:11]=2)[N:9]=1)([CH3:4])([CH3:3])[CH3:2].CCCC[N+](CCCC)(CCCC)CCCC.[F-]. Product: [C:1]([C:5]1[CH:6]=[C:7]([NH:28][C:29]([NH:31][C@@H:32]2[C:41]3[C:36](=[CH:37][CH:38]=[CH:39][CH:40]=3)[C@H:35]([O:42][C:43]3[CH:44]=[CH:45][C:46]4[N:47]([C:49]([N:52]5[CH2:57][CH2:56][CH2:55][CH2:54][CH2:53]5)=[N:50][N:51]=4)[CH:48]=3)[CH2:34][CH2:33]2)=[O:30])[N:8]([C:10]2[CH:15]=[CH:14][C:13]([Cl:16])=[C:12]([OH:17])[CH:11]=2)[N:9]=1)([CH3:4])([CH3:2])[CH3:3]. The catalyst class is: 1. (6) Reactant: C([O:8][C:9]1[C:10]([CH3:23])=[C:11]([CH3:22])[C:12]([N:16]2[CH2:21][CH2:20][O:19][CH2:18][CH2:17]2)=[N:13][C:14]=1[CH3:15])C1C=CC=CC=1. Product: [CH3:15][C:14]1[C:9]([OH:8])=[C:10]([CH3:23])[C:11]([CH3:22])=[C:12]([N:16]2[CH2:17][CH2:18][O:19][CH2:20][CH2:21]2)[N:13]=1. The catalyst class is: 43. (7) Reactant: [CH3:1][C:2]1[CH:3]=[C:4]([CH:9]=[CH:10][C:11]=1[N:12]1[CH2:18][CH2:17][CH2:16][CH2:15][O:14][C:13]1=[O:19])[C:5]([O:7]C)=[O:6].[OH-].[Li+]. Product: [CH3:1][C:2]1[CH:3]=[C:4]([CH:9]=[CH:10][C:11]=1[N:12]1[CH2:18][CH2:17][CH2:16][CH2:15][O:14][C:13]1=[O:19])[C:5]([OH:7])=[O:6]. The catalyst class is: 8. (8) Reactant: [F:1][C:2]([F:15])([F:14])[S:3](O[S:3]([C:2]([F:15])([F:14])[F:1])(=[O:5])=[O:4])(=[O:5])=[O:4].[CH3:16][O:17][C:18]1[CH:23]=[CH:22][C:21]([C:24]2(O)[CH2:29][CH:28]=[C:27](C3C=CN=CC=3)[N:26]([CH3:36])[C:25]2=O)=[CH:20][CH:19]=1.[N:39]1[CH:44]=[CH:43][CH:42]=[CH:41][CH:40]=1.C(=O)([O-])[OH:46].[Na+]. Product: [F:1][C:2]([F:15])([F:14])[S:3]([C:28]1[C:27](=[O:46])[N:26]([CH3:36])[C:25]([C:42]2[CH:43]=[CH:44][N:39]=[CH:40][CH:41]=2)=[C:24]([C:21]2[CH:20]=[CH:19][C:18]([O:17][CH3:16])=[CH:23][CH:22]=2)[CH:29]=1)(=[O:5])=[O:4]. The catalyst class is: 268.